From a dataset of Forward reaction prediction with 1.9M reactions from USPTO patents (1976-2016). Predict the product of the given reaction. (1) Given the reactants [C:1]([C:3]1[CH:4]=[C:5]([N:10]([CH2:15][C:16]2[CH:21]=[CH:20][C:19](I)=[CH:18][CH:17]=2)[C:11](=[O:14])[CH2:12][CH3:13])[CH:6]=[C:7]([F:9])[CH:8]=1)#[N:2].[CH3:23][S:24]([C:27]1[CH:28]=[C:29](B(O)O)[CH:30]=[CH:31][CH:32]=1)(=[O:26])=[O:25], predict the reaction product. The product is: [C:1]([C:3]1[CH:4]=[C:5]([N:10]([CH2:15][C:16]2[CH:21]=[CH:20][C:19]([C:31]3[CH:30]=[CH:29][CH:28]=[C:27]([S:24]([CH3:23])(=[O:26])=[O:25])[CH:32]=3)=[CH:18][CH:17]=2)[C:11](=[O:14])[CH2:12][CH3:13])[CH:6]=[C:7]([F:9])[CH:8]=1)#[N:2]. (2) Given the reactants [CH:1]1([C:7]2[C:8]3[S:22][C:21]([C:23]([O:25][CH3:26])=[O:24])=[CH:20][C:9]=3[NH:10][C:11]=2[C:12]2[CH:17]=[CH:16][CH:15]=[CH:14][C:13]=2[CH:18]=[CH2:19])[CH2:6][CH2:5][CH2:4][CH2:3][CH2:2]1.[H-].[Na+].[CH2:29](Br)[CH:30]=[CH2:31], predict the reaction product. The product is: [CH2:31]([N:10]1[C:11]([C:12]2[CH:17]=[CH:16][CH:15]=[CH:14][C:13]=2[CH:18]=[CH2:19])=[C:7]([CH:1]2[CH2:6][CH2:5][CH2:4][CH2:3][CH2:2]2)[C:8]2[S:22][C:21]([C:23]([O:25][CH3:26])=[O:24])=[CH:20][C:9]1=2)[CH:30]=[CH2:29]. (3) Given the reactants [Br-].[CH3:2][O:3][C:4]1[CH:22]=[CH:21][C:7]([C:8](=[O:20])[CH2:9][N+:10]2[C:19]3[C:14](=[CH:15][CH:16]=[CH:17][CH:18]=3)[CH:13]=[CH:12][CH:11]=2)=[CH:6][CH:5]=1.[Cr](O[Cr]([O-])(=O)=O)([O-])(=O)=O.C(=O)(O)[O-].[Na+].[C:37](#[N:40])[CH:38]=[CH2:39], predict the reaction product. The product is: [C:37]([C:38]1[CH:39]=[C:9]([C:8](=[O:20])[C:7]2[CH:6]=[CH:5][C:4]([O:3][CH3:2])=[CH:22][CH:21]=2)[N:10]2[C:19]3[C:14](=[CH:15][CH:16]=[CH:17][CH:18]=3)[CH:13]=[CH:12][C:11]=12)#[N:40]. (4) Given the reactants [Cl:1][C:2]1[C:7]([O:8][CH3:9])=[C:6]([OH:10])[C:5]([N+:11]([O-:13])=[O:12])=[CH:4][C:3]=1O.COS([O:20][CH3:21])(=O)=O.[C:22]([O-])([O-])=O.[K+].[K+].O, predict the reaction product. The product is: [Cl:1][C:2]1[C:7]([O:8][CH3:9])=[C:6]([O:10][CH3:22])[C:5]([N+:11]([O-:13])=[O:12])=[CH:4][C:3]=1[O:20][CH3:21]. (5) Given the reactants [F:1][C:2]([F:10])([F:9])[C:3]1([C:6](O)=[O:7])[CH2:5][CH2:4]1.[C:11](N1C=CN=C1)(N1C=CN=C1)=O.[CH3:23][O:24][C:25]([CH:27]1[CH2:32][CH2:31][NH:30][CH2:29][CH2:28]1)=[O:26].O, predict the reaction product. The product is: [CH2:23]([O:24][C:25]([CH:27]1[CH2:32][CH2:31][N:30]([C:6]([C:3]2([C:2]([F:10])([F:9])[F:1])[CH2:5][CH2:4]2)=[O:7])[CH2:29][CH2:28]1)=[O:26])[CH3:11]. (6) Given the reactants [CH2:1](Br)[CH:2]=[CH2:3].[OH-].[Na+].C[O:8][C:9]([C:11]1[CH:12]=[CH:13][C:14]2[NH:20][C:19]3[CH:21]=[CH:22][CH:23]=[CH:24][C:18]=3[CH2:17][S:16](=[O:26])(=[O:25])[C:15]=2[CH:27]=1)=[O:10].O, predict the reaction product. The product is: [CH2:1]([N:20]1[C:19]2[CH:21]=[CH:22][CH:23]=[CH:24][C:18]=2[CH2:17][S:16](=[O:25])(=[O:26])[C:15]2[CH:27]=[C:11]([C:9]([OH:10])=[O:8])[CH:12]=[CH:13][C:14]1=2)[CH:2]=[CH2:3].